This data is from Full USPTO retrosynthesis dataset with 1.9M reactions from patents (1976-2016). The task is: Predict the reactants needed to synthesize the given product. Given the product [NH:2]1[C:10]2[C:5](=[CH:6][CH:7]=[CH:8][CH:9]=2)[CH:4]=[C:3]1[CH2:11][NH:12][C:18]([N:39]1[CH2:40][CH2:41][C:35]2[CH:34]=[N:33][C:32]([NH:31][CH:28]3[CH2:27][CH2:26][O:25][CH2:30][CH2:29]3)=[N:37][C:36]=2[CH2:38]1)=[O:19], predict the reactants needed to synthesize it. The reactants are: Cl.[NH:2]1[C:10]2[C:5](=[CH:6][CH:7]=[CH:8][CH:9]=2)[CH:4]=[C:3]1[CH2:11][NH2:12].C1N=CN([C:18](N2C=NC=C2)=[O:19])C=1.[O:25]1[CH2:30][CH2:29][CH:28]([NH:31][C:32]2[N:33]=[CH:34][C:35]3[CH2:41][CH2:40][NH:39][CH2:38][C:36]=3[N:37]=2)[CH2:27][CH2:26]1.